Dataset: Peptide-MHC class I binding affinity with 185,985 pairs from IEDB/IMGT. Task: Regression. Given a peptide amino acid sequence and an MHC pseudo amino acid sequence, predict their binding affinity value. This is MHC class I binding data. (1) The peptide sequence is YVLFTVMTYV. The MHC is HLA-A02:01 with pseudo-sequence HLA-A02:01. The binding affinity (normalized) is 0.997. (2) The binding affinity (normalized) is 0.0847. The MHC is HLA-B08:01 with pseudo-sequence HLA-B08:01. The peptide sequence is YHDPANWPL.